Task: Predict which catalyst facilitates the given reaction.. Dataset: Catalyst prediction with 721,799 reactions and 888 catalyst types from USPTO (1) Reactant: Cl[C:2]1[CH:7]=[CH:6][CH:5]=[C:4]([CH3:8])[N:3]=1.C(=O)([O-])[O-].[K+].[K+].[CH2:15]([SH:22])[C:16]1[CH:21]=[CH:20][CH:19]=[CH:18][CH:17]=1.O. Product: [CH2:15]([S:22][C:2]1[CH:7]=[CH:6][CH:5]=[C:4]([CH3:8])[N:3]=1)[C:16]1[CH:21]=[CH:20][CH:19]=[CH:18][CH:17]=1. The catalyst class is: 16. (2) Product: [C:26]([O:25][C@@H:23]([CH3:24])[C@H:19]([NH:18][C:16](=[O:17])[O:15][CH2:14][CH:12]1[C:13]2[CH:1]=[CH:2][CH:3]=[CH:4][C:5]=2[C:6]2[C:11]1=[CH:10][CH:9]=[CH:8][CH:7]=2)[CH2:20][OH:21])([CH3:29])([CH3:27])[CH3:28]. The catalyst class is: 20. Reactant: [CH:1]1[C:13]2[CH:12]([CH2:14][O:15][C:16]([NH:18][C@@H:19]([C@@H:23]([O:25][C:26]([CH3:29])([CH3:28])[CH3:27])[CH3:24])[C:20](O)=[O:21])=[O:17])[C:11]3[C:6](=[CH:7][CH:8]=[CH:9][CH:10]=3)[C:5]=2[CH:4]=[CH:3][CH:2]=1.ClC(OCC(C)C)=O.CN1CCOCC1.[BH4-].[Na+]. (3) Reactant: CC1C=CC(S(O[CH2:12][C:13]([F:16])([F:15])[F:14])(=O)=O)=CC=1.[Br:17][C:18]1[CH:19]=[C:20]([OH:24])[CH:21]=[CH:22][CH:23]=1.[OH-].[Na+]. Product: [Br:17][C:18]1[CH:23]=[CH:22][CH:21]=[C:20]([O:24][CH2:12][C:13]([F:16])([F:15])[F:14])[CH:19]=1. The catalyst class is: 9. (4) Reactant: [CH3:1][O:2][C:3]1[CH:8]=[C:7](Br)[C:6]([CH3:10])=[CH:5][C:4]=1[N+:11]([O-:13])=[O:12].[N:14]1[CH:19]=[CH:18][C:17](B(O)O)=[CH:16][CH:15]=1.C([O-])([O-])=O.[Na+].[Na+]. Product: [CH3:10][C:6]1[CH:5]=[C:4]([N+:11]([O-:13])=[O:12])[C:3]([O:2][CH3:1])=[CH:8][C:7]=1[C:17]1[CH:18]=[CH:19][N:14]=[CH:15][CH:16]=1. The catalyst class is: 75. (5) Reactant: [N:1]([C:4]1[C:13]([S:14][CH2:15][C:16]2[CH:21]=[CH:20][C:19]([O:22][CH3:23])=[CH:18][CH:17]=2)=[CH:12][C:7]([C:8]([O:10][CH3:11])=[O:9])=[C:6]([NH:24][C:25]2[CH:30]=[CH:29][CH:28]=[CH:27][C:26]=2[F:31])[C:5]=1[F:32])=[N+]=[N-].[H][H]. Product: [NH2:1][C:4]1[C:13]([S:14][CH2:15][C:16]2[CH:17]=[CH:18][C:19]([O:22][CH3:23])=[CH:20][CH:21]=2)=[CH:12][C:7]([C:8]([O:10][CH3:11])=[O:9])=[C:6]([NH:24][C:25]2[CH:30]=[CH:29][CH:28]=[CH:27][C:26]=2[F:31])[C:5]=1[F:32]. The catalyst class is: 19. (6) Reactant: C([O:3][C:4]([CH:6]1[CH:11]([NH:12][S:13]([C:16]2[CH:21]=[CH:20][C:19]([O:22][CH2:23][C:24]3[C:33]4[C:28](=[CH:29][CH:30]=[CH:31][CH:32]=4)[N:27]=[C:26]([CH3:34])[CH:25]=3)=[CH:18][CH:17]=2)(=[O:15])=[O:14])[CH2:10][CH2:9][N:8]([CH2:35][CH2:36][OH:37])[CH2:7]1)=[O:5])C.Cl. Product: [OH:37][CH2:36][CH2:35][N:8]1[CH2:9][CH2:10][CH:11]([NH:12][S:13]([C:16]2[CH:17]=[CH:18][C:19]([O:22][CH2:23][C:24]3[C:33]4[C:28](=[CH:29][CH:30]=[CH:31][CH:32]=4)[N:27]=[C:26]([CH3:34])[CH:25]=3)=[CH:20][CH:21]=2)(=[O:15])=[O:14])[CH:6]([C:4]([OH:5])=[O:3])[CH2:7]1. The catalyst class is: 12.